From a dataset of Reaction yield outcomes from USPTO patents with 853,638 reactions. Predict the reaction yield, written as a fraction of the theoretical maximum amount of product (1.0 means a 100% yield; for example, 0.34 means a 34% yield). (1) The yield is 0.0700. The reactants are [F:1][C:2]([F:36])([F:35])[C:3]1[CH:4]=[C:5]([CH:28]=[C:29]([C:31]([F:34])([F:33])[F:32])[CH:30]=1)[CH2:6][NH:7][CH2:8][C:9]1[CH:10]=[N:11][C:12]2[C:17]([C:18]=1[N:19]([CH2:24][CH:25]1[CH2:27][CH2:26]1)[CH2:20][CH:21]1[CH2:23][CH2:22]1)=[CH:16][CH:15]=[CH:14][CH:13]=2.C(=O)([O-])O.[Na+].[N:42]#[C:43]Br. The catalyst is CO. The product is [CH:21]1([CH2:20][N:19]([CH2:24][CH:25]2[CH2:26][CH2:27]2)[C:18]2[C:17]3[C:12](=[CH:13][CH:14]=[CH:15][CH:16]=3)[N:11]=[CH:10][C:9]=2[CH2:8][N:7]([CH2:6][C:5]2[CH:28]=[C:29]([C:31]([F:34])([F:33])[F:32])[CH:30]=[C:3]([C:2]([F:35])([F:1])[F:36])[CH:4]=2)[C:43]#[N:42])[CH2:23][CH2:22]1. (2) The reactants are [Cl:1][C:2]1[CH:7]=[CH:6][C:5]([C:8]2[C:14]3[CH:15]=[C:16]([O:19][CH3:20])[CH:17]=[CH:18][C:13]=3[N:12]3[C:21]([CH3:24])=[N:22][N:23]=[C:11]3[C@H:10]([CH2:25][C:26]([O:28]C)=[O:27])[N:9]=2)=[CH:4][CH:3]=1.[OH-].[Na+]. The catalyst is C1COCC1. The product is [Cl:1][C:2]1[CH:7]=[CH:6][C:5]([C:8]2[C:14]3[CH:15]=[C:16]([O:19][CH3:20])[CH:17]=[CH:18][C:13]=3[N:12]3[C:21]([CH3:24])=[N:22][N:23]=[C:11]3[C@H:10]([CH2:25][C:26]([OH:28])=[O:27])[N:9]=2)=[CH:4][CH:3]=1. The yield is 0.890. (3) The reactants are CCN=C=NCCCN(C)C.Cl.CCN(C(C)C)C(C)C.[CH:22]([NH:25][CH2:26][C:27]1[CH:32]=[CH:31][CH:30]=[CH:29][C:28]=1[OH:33])([CH3:24])[CH3:23].[Br:34][C:35]1[CH:43]=[CH:42][C:38]([C:39](O)=[O:40])=[CH:37][CH:36]=1.C1C=CC2N(O)N=NC=2C=1. The catalyst is CN(C)C=O. The product is [Br:34][C:35]1[CH:43]=[CH:42][C:38]([C:39]([N:25]([CH2:26][C:27]2[CH:32]=[CH:31][CH:30]=[CH:29][C:28]=2[OH:33])[CH:22]([CH3:24])[CH3:23])=[O:40])=[CH:37][CH:36]=1. The yield is 0.461. (4) The reactants are Cl[C:2]1[N:6]=[C:5]([C:7]2[CH:8]=[C:9]([C:22]3[CH:27]=[CH:26][CH:25]=[CH:24][N:23]=3)[C:10]3[S:14][C:13]([NH:15][C:16]([NH:18][CH2:19][CH3:20])=[O:17])=[N:12][C:11]=3[CH:21]=2)[S:4][N:3]=1.C(N(CC)CC)C.Cl.[CH2:36]([C:38]1([C:44]([O:46][CH2:47][CH3:48])=[O:45])[CH2:43][CH2:42][NH:41][CH2:40][CH2:39]1)C. The catalyst is CN(C=O)C. The product is [CH2:19]([NH:18][C:16]([NH:15][C:13]1[S:14][C:10]2[C:9]([C:22]3[CH:27]=[CH:26][CH:25]=[CH:24][N:23]=3)=[CH:8][C:7]([C:5]3[S:4][N:3]=[C:2]([N:41]4[CH2:42][CH2:43][C:38]([CH3:36])([C:44]([O:46][CH2:47][CH3:48])=[O:45])[CH2:39][CH2:40]4)[N:6]=3)=[CH:21][C:11]=2[N:12]=1)=[O:17])[CH3:20]. The yield is 0.520. (5) The reactants are [Br:1][C:2]1[CH:7]=[CH:6][C:5]([C:8]([C:10]2[CH:15]=[CH:14][C:13]([OH:16])=[CH:12][CH:11]=2)=O)=[CH:4][CH:3]=1.[CH:17]12[C:25](=O)[CH:21]([CH2:22][CH2:23][CH2:24]1)[CH2:20][CH2:19][CH2:18]2.O.C([O-])([O-])=O.[K+].[K+]. The catalyst is C1COCC1.Cl[Ti](Cl)(Cl)Cl.[Zn]. The product is [CH:17]12[C:25](=[C:8]([C:5]3[CH:6]=[CH:7][C:2]([Br:1])=[CH:3][CH:4]=3)[C:10]3[CH:15]=[CH:14][C:13]([OH:16])=[CH:12][CH:11]=3)[CH:21]([CH2:22][CH2:23][CH2:24]1)[CH2:20][CH2:19][CH2:18]2. The yield is 0.670. (6) The reactants are C[O:2][C:3]([C:5]1[C:6]([C:14]2[CH:19]=[CH:18][CH:17]=[CH:16][C:15]=2[N+:20]([O-:22])=[O:21])=[CH:7][CH:8]=[C:9]([C:11](=[S:13])[NH2:12])[CH:10]=1)=[O:4].[F:23][C:24]1[CH:33]=[CH:32][CH:31]=[CH:30][C:25]=1[C:26](=O)[CH2:27]Br. The catalyst is O. The product is [F:23][C:24]1[CH:33]=[CH:32][CH:31]=[CH:30][C:25]=1[C:26]1[N:12]=[C:11]([C:9]2[CH:10]=[C:5]([C:3]([OH:2])=[O:4])[C:6]([C:14]3[CH:19]=[CH:18][CH:17]=[CH:16][C:15]=3[N+:20]([O-:22])=[O:21])=[CH:7][CH:8]=2)[S:13][CH:27]=1. The yield is 0.180.